Dataset: Full USPTO retrosynthesis dataset with 1.9M reactions from patents (1976-2016). Task: Predict the reactants needed to synthesize the given product. (1) Given the product [C:47]([N:29]1[C:30]2[C:35](=[CH:34][C:33]([C:38]3[CH:39]=[N:40][N:41]([CH:43]4[CH2:46][O:45][CH2:44]4)[CH:42]=3)=[CH:32][CH:31]=2)[N:36]([C:5]([O:6][CH:7]2[CH2:16][O:13][CH2:14]2)=[O:11])[CH2:37][C@@H:28]1[CH3:27])(=[O:49])[CH3:48], predict the reactants needed to synthesize it. The reactants are: ClC(Cl)(O[C:5](=[O:11])[O:6][C:7](Cl)(Cl)Cl)Cl.[O:13]1[CH2:16]C(O)[CH2:14]1.C(N(CC)C(C)C)(C)C.[CH3:27][C@H:28]1[CH2:37][NH:36][C:35]2[C:30](=[CH:31][CH:32]=[C:33]([C:38]3[CH:39]=[N:40][N:41]([CH:43]4[CH2:46][O:45][CH2:44]4)[CH:42]=3)[CH:34]=2)[N:29]1[C:47](=[O:49])[CH3:48]. (2) Given the product [CH2:1]([N:8]([CH2:21][C:22]1[CH:23]=[CH:24][C:25]([O:26][C:27]2[CH:28]=[CH:29][C:30]([O:31][CH2:32][CH2:33][CH2:34][CH2:35][C:36]([NH:48][C@H:47]([C:46]([OH:45])=[O:55])[CH2:49][CH2:50][C:51]([OH:53])=[O:52])=[O:37])=[CH:39][CH:40]=2)=[CH:41][CH:42]=1)[C:9]1[CH:14]=[CH:13][CH:12]=[C:11]([NH:15][S:16]([CH3:19])(=[O:17])=[O:18])[C:10]=1[CH3:20])[C:2]1[CH:3]=[CH:4][CH:5]=[CH:6][CH:7]=1, predict the reactants needed to synthesize it. The reactants are: [CH2:1]([N:8]([CH2:21][C:22]1[CH:42]=[CH:41][C:25]([O:26][C:27]2[CH:40]=[CH:39][C:30]([O:31][CH2:32][CH2:33][CH2:34][CH2:35][C:36](O)=[O:37])=[CH:29][CH:28]=2)=[CH:24][CH:23]=1)[C:9]1[CH:14]=[CH:13][CH:12]=[C:11]([NH:15][S:16]([CH3:19])(=[O:18])=[O:17])[C:10]=1[CH3:20])[C:2]1[CH:7]=[CH:6][CH:5]=[CH:4][CH:3]=1.Cl.C[O:45][C:46](=[O:55])[C@H:47]([CH2:49][CH2:50][C:51]([O:53]C)=[O:52])[NH2:48].